Dataset: NCI-60 drug combinations with 297,098 pairs across 59 cell lines. Task: Regression. Given two drug SMILES strings and cell line genomic features, predict the synergy score measuring deviation from expected non-interaction effect. Drug 1: C(CCl)NC(=O)N(CCCl)N=O. Drug 2: B(C(CC(C)C)NC(=O)C(CC1=CC=CC=C1)NC(=O)C2=NC=CN=C2)(O)O. Cell line: HCT116. Synergy scores: CSS=17.6, Synergy_ZIP=-7.52, Synergy_Bliss=-10.3, Synergy_Loewe=-30.6, Synergy_HSA=-12.0.